Dataset: Peptide-MHC class I binding affinity with 185,985 pairs from IEDB/IMGT. Task: Regression. Given a peptide amino acid sequence and an MHC pseudo amino acid sequence, predict their binding affinity value. This is MHC class I binding data. (1) The peptide sequence is PHYNNPWNT. The MHC is HLA-A02:01 with pseudo-sequence HLA-A02:01. The binding affinity (normalized) is 0.0847. (2) The peptide sequence is FTWYGIAAL. The MHC is HLA-A11:01 with pseudo-sequence HLA-A11:01. The binding affinity (normalized) is 0.00578. (3) The peptide sequence is HSNLNDTTY. The MHC is HLA-A03:01 with pseudo-sequence HLA-A03:01. The binding affinity (normalized) is 0.0847. (4) The peptide sequence is YPLTFGWCF. The MHC is HLA-A33:01 with pseudo-sequence HLA-A33:01. The binding affinity (normalized) is 0.220. (5) The peptide sequence is GATVELLSFL. The MHC is Patr-B0101 with pseudo-sequence Patr-B0101. The binding affinity (normalized) is 0.324.